This data is from Experimentally validated miRNA-target interactions with 360,000+ pairs, plus equal number of negative samples. The task is: Binary Classification. Given a miRNA mature sequence and a target amino acid sequence, predict their likelihood of interaction. (1) The miRNA is hsa-miR-6758-3p with sequence ACUCAUUCUCCUCUGUCCAG. The protein sequence of the target gene is MKTPADTGFAFPDWAYKPESSPGSRQIQLWHFILELLRKEEYQGVIAWQGDYGEFVIKDPDEVARLWGVRKCKPQMNYDKLSRALRYYYNKRILHKTKGKRFTYKFNFNKLVLVNYPFIDVGLAGGAVPQSAPPVPSGGSHFRFPPSTPSEVLSPTEDPRSPPACSSSSSSLFSAVVARRLGRGSVSDCSDGTSELEEPLGEDPRARPPGPPDLGAFRGPPLARLPHDPGVFRVYPRPRGGPEPLSPFPVSPLAGPGSLLPPQLSPALPMTPTHLAYTPSPTLSPMYPSGGGGPSGSGGG.... Result: 0 (no interaction). (2) The miRNA is hsa-miR-4318 with sequence CACUGUGGGUACAUGCU. The protein sequence of the target gene is MAAAAGAPPPGPPQPPPPPPPEESSDSEPEAEPGSPQKLIRKVSTSGQIRQKTIIKEGMLTKQNNSFQRSKRRYFKLRGRTLYYAKTAKSIIFDEVDLTDASVAESSTKNVNNSFTVITPCRKLILCADNRKEMEDWIAALKTVQNREHFEPTQYSMDHFSGMHNWYACSHARPTYCNVCREALSGVTSHGLSCEVCKFKAHKRCAVRATNNCKWTTLASIGKDIIEDADGIAMPHQWLEGNLPVSAKCTVCDKTCGSVLRLQDWRCLWCKAMVHTSCKESLLTKCPLGLCKVSVIPPTA.... Result: 0 (no interaction). (3) The miRNA is hsa-miR-544a with sequence AUUCUGCAUUUUUAGCAAGUUC. The protein sequence of the target gene is MASNVTNKTDPRSMNSRVFIGNLNTLVVKKSDVEAIFSKYGKIVGCSVHKGFAFVQYVNERNARAAVAGEDGRMIAGQVLDINLAAEPKVNRGKAGVKRSAAEMYGSVTEHPSPSPLLSSSFDLDYDFQRDYYDRMYSYPARVPPPPPIARAVVPSKRQRVSGNTSRRGKSGFNSKSGQRGSSKSGKLKGDDLQAIKKELTQIKQKVDSLLENLEKIEKEQSKQAVEMKNDKSEEEQSSSSVKKDETNVKMESEGGADDSAEEGDLLDDDDNEDRGDDQLELIKDDEKEAEEGEDDRDSA.... Result: 1 (interaction). (4) The miRNA is hsa-miR-1260b with sequence AUCCCACCACUGCCACCAU. The protein sequence of the target gene is MATPDVSVHMEEVVVVTTPDTAVDGSGVEGVKTVLVTTNLAPHGGDLTEDNMETENAAAAAAAAFTASSQLKEAVLVKMAEEGENLEAEIVYPITCGDSRANLIWRKFVCPGINVKCVQYDEHVISPKEFVHLAGKSTLKDWKRAIRMNGIMLRKIMDSGELDFYQHDKVCSNTCRSTKIDLSGARVSLSSPTSAEYIPLTPAAADVNGSPATITIETCEDPGDWTAAIGDDTFTFWRGLKDAGLLDEVIQEFHQELVETMRGLQQRVQDPPLQLRDAVLLNNIVQNFGMLDLVKKVLAS.... Result: 0 (no interaction). (5) The miRNA is mmu-miR-669f-3p with sequence CAUAUACAUACACACACACGUAU. The protein sequence of the target gene is MVHVRRHETRKNSKTQKPEQKSRVDWHRTKRSISQLFDSDEELDSNEELDSDEEHDSGESIDSDEELDISKKSDINELPEKETELKLIKVESQGSNSKHLTNTSNSSADEEQLKETKHNDLPDDEAHPGQAENHHNRHTGQILEEDMEDEYIKPGKRKRLSSVMYDSDESDDSDILIRKASAKHPRRVVEDECSSLEMEQETPEKSSAARKREYHQKLQELSERSRQRRRRNSGRNFEDSEKDSCSGTGEEDEDEDEDDYRYDEDGDDYMIDDFVVRNEEGDDENSNQQGENLTTSQLKL.... Result: 1 (interaction). (6) The protein sequence of the target gene is MSVACVLKRKAVLWQDSFSPHLKHHPQEPANPNMPVVLTSGTGSQAQPQPAANQALAAGTHSSPVPGSIGVAGRSQDDAMVDYFFQRQHGEQLGGGGSGGGGYNTSKHRWPTGDNIHAEHQVRSMDELNHDFQALALEGRAMGEQLLPGKKFWETDESSKDGPKGIFLGDQWRDSAWGTSDHSVSQPIMVQRRPGQSFHVNSEVNSVLSPRSESGGLGVSMVEYVLSSSPGDSCLRKGGFGPRDADSDENDKGEKKNKGTFDGDKLGDLKEEGDVMDKTNGLPVQNGIDADVKDFSRTPG.... The miRNA is mmu-miR-1912-3p with sequence CACAGAACAUGCAGUGAGAACU. Result: 0 (no interaction). (7) The miRNA is hsa-miR-378h with sequence ACUGGACUUGGUGUCAGAUGG. The protein sequence of the target gene is MDSLLGCGVSAAAREPVPRYLTSQPRVSEVAMQSAPLEQPAKRPRCDGSPRTPPSTPPATANLSADDDFQNTDLRTWEPEDVCSFLENRGFREKKVLDIFRDNKIAGSFLPFLDEDRLEDLGVSSLEERKKMIECIQQLSQSRIDLMKVFNDPIHGHIEFHPLLIRIIDTPQFQRLRYIKQLGGGYYVFPGASHNRFEHSLGVGYLAGCLVRALAEKQPELQISERDILCVQIAGLCHDLGHGPFSHMFDGRFIPRARPEKKWKHEQGSIEMFEHLVNSNELKLVMKNYGLVPEEDITFI.... Result: 0 (no interaction).